This data is from Reaction yield outcomes from USPTO patents with 853,638 reactions. The task is: Predict the reaction yield, written as a fraction of the theoretical maximum amount of product (1.0 means a 100% yield; for example, 0.34 means a 34% yield). The reactants are [NH:1]1[CH2:4][CH:3]([C:5]2[CH:6]=[CH:7][C:8]([NH:11][C:12]3[C:13](=[O:20])[N:14]([CH3:19])[CH:15]=[C:16]([Br:18])[CH:17]=3)=[N:9][CH:10]=2)[CH2:2]1.C=O.[BH3-][C:24]#N.[Na+].C(OCCOCC)C. The catalyst is CO.[Cl-].[Zn+2].[Cl-].O. The product is [Br:18][C:16]1[CH:17]=[C:12]([NH:11][C:8]2[CH:7]=[CH:6][C:5]([CH:3]3[CH2:4][N:1]([CH3:24])[CH2:2]3)=[CH:10][N:9]=2)[C:13](=[O:20])[N:14]([CH3:19])[CH:15]=1. The yield is 0.830.